The task is: Predict the product of the given reaction.. This data is from Forward reaction prediction with 1.9M reactions from USPTO patents (1976-2016). (1) Given the reactants [C:1]1([CH:7]([C:11]2[CH:16]=[CH:15][CH:14]=[CH:13][CH:12]=2)[C:8](Cl)=[O:9])[CH:6]=[CH:5][CH:4]=[CH:3][CH:2]=1.[NH2:17][CH2:18][CH2:19][CH2:20][N:21]1[CH2:26][CH2:25][CH:24]([C:27]2[CH:28]=[C:29]([NH:33][C:34](=[O:39])[O:35][CH:36]([CH3:38])[CH3:37])[CH:30]=[CH:31][CH:32]=2)[CH2:23][CH2:22]1, predict the reaction product. The product is: [C:1]1([CH:7]([C:11]2[CH:16]=[CH:15][CH:14]=[CH:13][CH:12]=2)[C:8]([NH:17][CH2:18][CH2:19][CH2:20][N:21]2[CH2:26][CH2:25][CH:24]([C:27]3[CH:28]=[C:29]([NH:33][C:34](=[O:39])[O:35][CH:36]([CH3:37])[CH3:38])[CH:30]=[CH:31][CH:32]=3)[CH2:23][CH2:22]2)=[O:9])[CH:6]=[CH:5][CH:4]=[CH:3][CH:2]=1. (2) Given the reactants [CH3:1][N:2]([CH3:24])[C:3]1[CH:8]=[CH:7][C:6]([CH:9]2[C:18]3[C:13](=[CH:14][CH:15]=[CH:16][CH:17]=3)[CH:12]=[CH:11][N:10]2[C:19]([O:21][CH2:22][CH3:23])=[O:20])=[CH:5][CH:4]=1, predict the reaction product. The product is: [CH3:1][N:2]([CH3:24])[C:3]1[CH:4]=[CH:5][C:6]([CH:9]2[C:18]3[C:13](=[CH:14][CH:15]=[CH:16][CH:17]=3)[CH2:12][CH2:11][N:10]2[C:19]([O:21][CH2:22][CH3:23])=[O:20])=[CH:7][CH:8]=1. (3) The product is: [N:9]1([C:13]([C:15]2[N:20]=[CH:19][C:18]([O:21][C:22]3[CH:23]=[C:24]([CH:28]=[C:29]([O:31][CH2:32][C:33]4[CH:34]=[CH:35][CH:36]=[CH:37][CH:38]=4)[CH:30]=3)[C:25]([NH:46][C:43]3[CH:42]=[N:41][C:40]([CH3:39])=[CH:45][N:44]=3)=[O:27])=[CH:17][CH:16]=2)=[O:14])[CH2:12][CH2:11][CH2:10]1. Given the reactants ClC(N(C)C)=C(C)C.[N:9]1([C:13]([C:15]2[N:20]=[CH:19][C:18]([O:21][C:22]3[CH:23]=[C:24]([CH:28]=[C:29]([O:31][CH2:32][C:33]4[CH:38]=[CH:37][CH:36]=[CH:35][CH:34]=4)[CH:30]=3)[C:25]([OH:27])=O)=[CH:17][CH:16]=2)=[O:14])[CH2:12][CH2:11][CH2:10]1.[CH3:39][C:40]1[N:41]=[CH:42][C:43]([NH2:46])=[N:44][CH:45]=1.N1C=CC=CC=1, predict the reaction product. (4) Given the reactants [CH2:1]([N:8]1[C:12]2[CH2:13][CH:14]([O:16][CH2:17][CH2:18][CH3:19])[CH2:15][C:11]=2[C:10]([C:20]#[N:21])=[N:9]1)[C:2]1[CH:7]=[CH:6][CH:5]=[CH:4][CH:3]=1.O.[N-:23]=[N+:24]=[N-:25].[Na+].Cl, predict the reaction product. The product is: [CH2:1]([N:8]1[C:12]2[CH2:13][CH:14]([O:16][CH2:17][CH2:18][CH3:19])[CH2:15][C:11]=2[C:10]([C:20]2[N:23]=[N:24][NH:25][N:21]=2)=[N:9]1)[C:2]1[CH:3]=[CH:4][CH:5]=[CH:6][CH:7]=1. (5) Given the reactants [CH2:1]1[CH:9]2[N:4]([CH2:5][CH:6]=[C:7]([C:10]3[C:18]4[C:13](=[CH:14][CH:15]=[N:16][CH:17]=4)[NH:12][CH:11]=3)[CH2:8]2)[CH2:3][CH2:2]1.[C:19]1([S:25](Cl)(=[O:27])=[O:26])[CH:24]=[CH:23][CH:22]=[CH:21][CH:20]=1.C[Si]([N-][Si](C)(C)C)(C)C.[Na+], predict the reaction product. The product is: [CH2:1]1[CH:9]2[N:4]([CH2:5][CH:6]=[C:7]([C:10]3[C:18]4[C:13](=[CH:14][CH:15]=[N:16][CH:17]=4)[N:12]([S:25]([C:19]4[CH:24]=[CH:23][CH:22]=[CH:21][CH:20]=4)(=[O:27])=[O:26])[CH:11]=3)[CH2:8]2)[CH2:3][CH2:2]1.